From a dataset of Peptide-MHC class I binding affinity with 185,985 pairs from IEDB/IMGT. Regression. Given a peptide amino acid sequence and an MHC pseudo amino acid sequence, predict their binding affinity value. This is MHC class I binding data. (1) The peptide sequence is KRYIYKVLPQG. The MHC is Mamu-B03 with pseudo-sequence Mamu-B03. The binding affinity (normalized) is 0.745. (2) The peptide sequence is VSDGGPNLY. The MHC is HLA-A03:01 with pseudo-sequence HLA-A03:01. The binding affinity (normalized) is 0.0847.